The task is: Predict the reactants needed to synthesize the given product.. This data is from Full USPTO retrosynthesis dataset with 1.9M reactions from patents (1976-2016). (1) Given the product [F:8][C:5]1[N:6]=[CH:7][C:2]([B:14]([OH:17])[OH:15])=[CH:3][CH:4]=1, predict the reactants needed to synthesize it. The reactants are: Br[C:2]1[CH:3]=[CH:4][C:5]([F:8])=[N:6][CH:7]=1.[Li]CCCC.[B:14](OC)([O:17]C)[O:15]C. (2) Given the product [C:39]([C:36]1[N:37]=[CH:38][C:33]([C:2]2[N:6]3[N:7]=[CH:8][CH:9]=[CH:10][C:5]3=[N:4][C:3]=2[C:11]([NH:13][CH:14]2[CH2:16][CH2:15]2)=[O:12])=[CH:34][CH:35]=1)#[N:40], predict the reactants needed to synthesize it. The reactants are: Br[C:2]1[N:6]2[N:7]=[CH:8][CH:9]=[CH:10][C:5]2=[N:4][C:3]=1[C:11]([NH:13][CH:14]1[CH2:16][CH2:15]1)=[O:12].P([O-])([O-])([O-])=O.[K+].[K+].[K+].CC1(C)C(C)(C)OB([C:33]2[CH:34]=[CH:35][C:36]([C:39]#[N:40])=[N:37][CH:38]=2)O1. (3) Given the product [ClH:27].[Cl:27][C:28]1[CH:47]=[CH:46][C:31]([NH:32][C:33]2[C:42]3[C:37](=[CH:38][C:39]([O:8][CH2:7][CH2:6][CH2:5][S:2]([CH3:1])(=[O:4])=[O:3])=[CH:40][CH:41]=3)[N:36]=[C:35]([O:12][CH3:11])[N:34]=2)=[C:30]([F:48])[CH:29]=1, predict the reactants needed to synthesize it. The reactants are: [CH3:1][S:2]([CH2:5][CH2:6][CH2:7][OH:8])(=[O:4])=[O:3].N(C(N1CCCCC1)=O)=N[C:11](N1CCCCC1)=[O:12].[Cl:27][C:28]1[CH:47]=[CH:46][C:31]([NH:32][C:33]2[C:42]3[C:37](=[CH:38][C:39](O)=[C:40](OC)[CH:41]=3)[N:36]=[CH:35][N:34]=2)=[C:30]([F:48])[CH:29]=1.C(P(CCCC)CCCC)CCC.Cl. (4) Given the product [NH:1]1[C:9]2[C:4](=[CH:5][CH:6]=[CH:7][CH:8]=2)[C:3](/[CH:10]=[C:11]2\[O:12][C:13]3[C:20]([CH2:21][N:22]4[CH2:23][CH2:24][NH:25][CH2:26][CH2:27]4)=[C:19]([OH:35])[CH:18]=[CH:17][C:14]=3[C:15]\2=[O:16])=[CH:2]1, predict the reactants needed to synthesize it. The reactants are: [NH:1]1[C:9]2[C:4](=[CH:5][CH:6]=[CH:7][CH:8]=2)[C:3](/[CH:10]=[C:11]2\[O:12][C:13]3[C:20]([CH2:21][N:22]4[CH2:27][CH2:26][N:25](C(OC(C)(C)C)=O)[CH2:24][CH2:23]4)=[C:19]([OH:35])[CH:18]=[CH:17][C:14]=3[C:15]\2=[O:16])=[CH:2]1.Cl. (5) Given the product [F:1][C:2]1[CH:7]=[CH:6][CH:5]=[CH:4][C:3]=1[C:8]1[C:9]2[C:13]([CH:14]=[CH:15][CH:16]=1)=[N:12][N:11]1[C:26]([CH:28]3[CH2:33][CH2:32][N:31]([C:34]([O:36][C:37]([CH3:40])([CH3:39])[CH3:38])=[O:35])[CH2:30][CH2:29]3)=[CH:22][C:21](=[O:20])[NH:17][C:10]=21, predict the reactants needed to synthesize it. The reactants are: [F:1][C:2]1[CH:7]=[CH:6][CH:5]=[CH:4][C:3]=1[C:8]1[CH:16]=[CH:15][CH:14]=[C:13]2[C:9]=1[C:10]([NH2:17])=[N:11][NH:12]2.CC1(C)OC(=O)[CH:22]([C:26]([CH:28]2[CH2:33][CH2:32][N:31]([C:34]([O:36][C:37]([CH3:40])([CH3:39])[CH3:38])=[O:35])[CH2:30][CH2:29]2)=O)[C:21](=O)[O:20]1.P([O-])([O-])([O-])=O.[K+].[K+].[K+]. (6) Given the product [CH2:1]([C:3]([C:19]1[CH:24]=[CH:23][C:22]([OH:25])=[C:21]([CH3:26])[CH:20]=1)([C:6]1[CH:11]=[CH:10][C:9]([C:12]#[CH:13])=[C:8]([CH3:18])[CH:7]=1)[CH2:4][CH3:5])[CH3:2], predict the reactants needed to synthesize it. The reactants are: [CH2:1]([C:3]([C:19]1[CH:24]=[CH:23][C:22]([OH:25])=[C:21]([CH3:26])[CH:20]=1)([C:6]1[CH:11]=[CH:10][C:9]([C:12]#[C:13][Si](C)(C)C)=[C:8]([CH3:18])[CH:7]=1)[CH2:4][CH3:5])[CH3:2]. (7) Given the product [CH3:1][N:2]([CH3:24])[C:3]1[CH:4]=[C:5]([CH2:10][NH:11][CH2:12][CH2:13][C:14]2[CH:19]=[CH:18][C:17]([N+:20]([O-:22])=[O:21])=[CH:16][CH:15]=2)[C:6]([OH:9])=[C:7]([O:37][CH3:38])[CH:8]=1, predict the reactants needed to synthesize it. The reactants are: [CH3:1][N:2]([CH3:24])[C:3]1[CH:8]=[CH:7][C:6]([OH:9])=[C:5]([CH2:10][N:11](C)[CH2:12][CH2:13][C:14]2[CH:19]=[CH:18][C:17]([N+:20]([O-:22])=[O:21])=[CH:16][CH:15]=2)[CH:4]=1.[N+](C1C=CC(CCN)=CC=1)([O-])=O.[OH:37][C:38]1C(OC)=CC(N(C)C)=CC=1C=O.